Dataset: Experimentally validated miRNA-target interactions with 360,000+ pairs, plus equal number of negative samples. Task: Binary Classification. Given a miRNA mature sequence and a target amino acid sequence, predict their likelihood of interaction. (1) The miRNA is hsa-miR-20b-3p with sequence ACUGUAGUAUGGGCACUUCCAG. The protein sequence of the target gene is MAPQRRAATKAPEGNGAAERRNRSSTKKDRAPREVQRLWQRPWLRTAGLGAGFVLTALLLWSSLGADDGVAEVLARRGEVVAGRFIEVPCSEDYDSHRRFEGCTPRKCGRGVTDVVITREEAERIRSVAEKGLSLGGSDGGASILDLHSGALSVGKHFVNLYRYFGDKIQNIFSEEDFRLYREVRQKVQLTIAEAFGISASSLHLTKPTFFSRINSTEARTAHDEYWHAHVDKVTYGSFDYTSLLYLSNYLEDFGGGRFMFMEEGANKTVEPRAGRVSFFTSGSENLHRVEKVHWGTRYA.... Result: 0 (no interaction). (2) The protein sequence of the target gene is MTSPSSDEDIIDIRVIKEEPESEPDSEAEPATTTNSTDSEDSVEQENKKLLETEKNRKREQKHKMLPNGTTSGTSDTGNQVPATSSAASSVDYTAMNAQDYLPTYSNTTLNYQPYQYQTAANGLLNYNNYSQYATANQLGSNYISPANFMQGGGISPLGFTTGTTGATTAAASVATSSASAVIGRSNGRSSSTVAASPADRSYSGVSGGQGQELTIQEFETVTEKIRRHGTYGQSKPPYSYISLITMAIQKSNSRQLTLSEIYNWIMDLFPYYQNNQQRWQNSIRHSLSFNDCFVKVARS.... Result: 0 (no interaction). The miRNA is hsa-miR-3670 with sequence AGAGCUCACAGCUGUCCUUCUCUA. (3) The miRNA is hsa-miR-615-3p with sequence UCCGAGCCUGGGUCUCCCUCUU. The protein sequence of the target gene is METMASPGKDNYRMKSYKNNALNPEEMRRRREEEGIQLRKQKREQQLFKRRNVELINEEAAMFDSLLMDSYVSSTTGESVITREMVEMLFSDDSDLQLATTQKFRKLLSKEPSPPIDEVINTPRVVDRFVEFLKRNENCTLQFEAAWALTNIASGTSQQTKIVIEAGAVPIFIELLNSDFEDVQEQAVWALGNIAGDSSVCRDYVLNCSILNPLLTLLTKSTRLTMTRNAVWALSNLCRGKNPPPEFAKVSPCLPVLSRLLFSSDSDLLADACWALSYLSDGPNEKIQAVIDSGVCRRLV.... Result: 1 (interaction). (4) The miRNA is hsa-miR-548an with sequence AAAAGGCAUUGUGGUUUUUG. The protein sequence of the target gene is MAPARLFALLLFFVGGVAESIRETEVIDPQDLLEGRYFSGALPDDEDVVGPGQESDDFELSGSGDLDDLEDSMIGPEVVHPLVPLDNHIPERAGSGSQVPTEPKKLEENEVIPKRISPVEESEDVSNKVSMSSTVQGSNIFERTEVLAALIVGGIVGILFAVFLILLLMYRMKKKDEGSYDLGKKPIYKKAPTNEFYA. Result: 1 (interaction). (5) The miRNA is mmu-miR-493-3p with sequence UGAAGGUCCUACUGUGUGCCAGG. The protein sequence of the target gene is MGVGRSARGRGGAASGVLLALAAALLAAGSASEYDYVSFQSDIGSYQSGRFYTKPPQCVDIPVDLRLCHNVGYKKMVLPNLLEHETMAEVKQQASSWVPLLNKNCHMGTQVFLCSLFAPVCLDRPIYPCRWLCEAVRDSCEPVMQFFGFYWPEMLKCDKFPEGDVCIAMTPPNTTEASKPQGTTVCPPCDNELKSEAIIEHLCASEFALRMKIKEVKKENGDKKIVPKKKKPLKLGPIKKKELKRLVLFLKNGADCPCHQLDNLSHNFLIMGRKVKSQYLLTAIHKWDKKNKEFKNFMKR.... Result: 1 (interaction). (6) The miRNA is hsa-miR-4723-5p with sequence UGGGGGAGCCAUGAGAUAAGAGCA. The protein sequence of the target gene is MDLFDFFRDWDLEQQCHYEQDRSALKKREWERRNQEVQQEDDLFSSGFDLFGEPYKVAEYTNKGDALANRVQNTLGNYDEMKNLLTNHSNQNHLVGIPKNSVPQNPNNKNEPSFFPEQKNRIIPPHQDNTHPSAPMPPPSVVILNSTLIHSNRKSKPEWSRDSHNPSTVLASQASGQPNKMQTLTQDQSQAKLEDFFVYPAEQPQIGEVEESNPSAKEDSNPNSSGEDAFKEIFQSNSPEESEFAVQAPGSPLVASSLLAPSSGLSVQNFPPGLYCKTSMGQQKPTAYVRPMDGQDQAPD.... Result: 1 (interaction). (7) The miRNA is hsa-miR-887-5p with sequence CUUGGGAGCCCUGUUAGACUC. The protein sequence of the target gene is MTLRLLVAALCAGILAEAPRVRAQHRERVTCTRLYAADIVFLLDGSSSIGRSNFREVRSFLEGLVLPFSGAASAQGVRFATVQYSDDPRTEFGLDALGSGGDVIRAIRELSYKGGNTRTGAAILHVADHVFLPQLARPGVPKVCILITDGKSQDLVDTAAQRLKGQGVKLFAVGIKNADPEELKRVASQPTSDFFFFVNDFSILRTLLPLVSRRVCTTAGGVPVTRPPDDSTSAPRDLVLSEPSSQSLRVQWTAASGPVTGYKVQYTPLTGLGQPLPSERQEVNVPAGETSVRLRGLRPL.... Result: 0 (no interaction).